Dataset: CYP3A4 inhibition data for predicting drug metabolism from PubChem BioAssay. Task: Regression/Classification. Given a drug SMILES string, predict its absorption, distribution, metabolism, or excretion properties. Task type varies by dataset: regression for continuous measurements (e.g., permeability, clearance, half-life) or binary classification for categorical outcomes (e.g., BBB penetration, CYP inhibition). Dataset: cyp3a4_veith. (1) The compound is CCOc1ccc(NC(=O)C(=O)NCC2CCCN2CC)cc1. The result is 0 (non-inhibitor). (2) The drug is COc1ccc(OC)c(C2CC(=O)C3=C(C2)NC(=O)CC3c2ccc(O)c(OC)c2)c1. The result is 1 (inhibitor).